Regression. Given two drug SMILES strings and cell line genomic features, predict the synergy score measuring deviation from expected non-interaction effect. From a dataset of Merck oncology drug combination screen with 23,052 pairs across 39 cell lines. (1) Drug 1: COC12C(COC(N)=O)C3=C(C(=O)C(C)=C(N)C3=O)N1CC1NC12. Cell line: LOVO. Synergy scores: synergy=11.3. Drug 2: O=C(CCCCCCC(=O)Nc1ccccc1)NO. (2) Cell line: SW620. Drug 1: O=S1(=O)NC2(CN1CC(F)(F)F)C1CCC2Cc2cc(C=CCN3CCC(C(F)(F)F)CC3)ccc2C1. Synergy scores: synergy=0.986. Drug 2: O=c1[nH]cc(F)c(=O)[nH]1. (3) Drug 1: N#Cc1ccc(Cn2cncc2CN2CCN(c3cccc(Cl)c3)C(=O)C2)cc1. Drug 2: C=CCn1c(=O)c2cnc(Nc3ccc(N4CCN(C)CC4)cc3)nc2n1-c1cccc(C(C)(C)O)n1. Cell line: A427. Synergy scores: synergy=8.06.